From a dataset of Full USPTO retrosynthesis dataset with 1.9M reactions from patents (1976-2016). Predict the reactants needed to synthesize the given product. (1) Given the product [Cl:1][C:2]1[C:3]([OH:10])=[C:4]([CH:5]=[C:6]([O:8][CH3:9])[CH:7]=1)[CH:14]=[O:15], predict the reactants needed to synthesize it. The reactants are: [Cl:1][C:2]1[CH:7]=[C:6]([O:8][CH3:9])[CH:5]=[CH:4][C:3]=1[OH:10].[Mg+2].[Cl-].[Cl-].[CH2:14]=[O:15].Cl. (2) Given the product [Cl:1][C:2]1[C:3]([O:12][C:13]2[CH:18]=[C:17]([O:19][CH2:28][CH2:29][C:30]3([CH3:35])[O:34][CH2:33][CH2:32][O:31]3)[CH:16]=[CH:15][C:14]=2/[CH:20]=[CH:21]/[C:22]([O:24][CH2:25][CH3:26])=[O:23])=[N:4][CH:5]=[C:6]([C:8]([F:9])([F:11])[F:10])[CH:7]=1, predict the reactants needed to synthesize it. The reactants are: [Cl:1][C:2]1[C:3]([O:12][C:13]2[CH:18]=[C:17]([OH:19])[CH:16]=[CH:15][C:14]=2/[CH:20]=[CH:21]/[C:22]([O:24][CH2:25][CH3:26])=[O:23])=[N:4][CH:5]=[C:6]([C:8]([F:11])([F:10])[F:9])[CH:7]=1.Br[CH2:28][CH2:29][C:30]1([CH3:35])[O:34][CH2:33][CH2:32][O:31]1.C(=O)([O-])[O-].[K+].[K+].[I-].[Na+]. (3) Given the product [Cl:22][C:23]1[CH:24]=[C:25]([C:30]2[CH:35]=[CH:34][C:33]([CH2:36][C@@H:37]([NH:44][C:18]([C:4]3[CH:5]=[C:6]([C:9]4[CH:10]=[CH:11][C:12]([N+:15]([O-:17])=[O:16])=[CH:13][CH:14]=4)[CH:7]=[CH:8][C:3]=3[O:2][CH3:1])=[O:20])[C:38]3[O:42][N:41]=[C:40]([CH3:43])[N:39]=3)=[CH:32][CH:31]=2)[CH:26]=[CH:27][C:28]=1[F:29], predict the reactants needed to synthesize it. The reactants are: [CH3:1][O:2][C:3]1[CH:8]=[CH:7][C:6]([C:9]2[CH:14]=[CH:13][C:12]([N+:15]([O-:17])=[O:16])=[CH:11][CH:10]=2)=[CH:5][C:4]=1[C:18]([OH:20])=O.Cl.[Cl:22][C:23]1[CH:24]=[C:25]([C:30]2[CH:35]=[CH:34][C:33]([CH2:36][C@@H:37]([NH2:44])[C:38]3[O:42][N:41]=[C:40]([CH3:43])[N:39]=3)=[CH:32][CH:31]=2)[CH:26]=[CH:27][C:28]=1[F:29]. (4) The reactants are: [CH3:1][N:2]1[C:7]2=[C:8]3[N:13]([C:14]([C:15]4[CH:20]=[CH:19][CH:18]=[CH:17][CH:16]=4)=[C:6]2[C:5](=[O:27])[N:4]([CH3:28])[C:3]1=[O:29])[CH2:12][CH2:11][CH:10]=[C:9]3[C:21]1[O:22][C:23]([CH3:26])=[CH:24][CH:25]=1.C([O-])=O.[NH4+]. Given the product [CH3:1][N:2]1[C:7]2=[C:8]3[N:13]([C:14]([C:15]4[CH:20]=[CH:19][CH:18]=[CH:17][CH:16]=4)=[C:6]2[C:5](=[O:27])[N:4]([CH3:28])[C:3]1=[O:29])[CH2:12][CH2:11][CH2:10][CH:9]3[C:21]1[O:22][C:23]([CH3:26])=[CH:24][CH:25]=1, predict the reactants needed to synthesize it. (5) Given the product [OH:24][CH2:23][C:20]1[N:8]2[C:9]3[C:14]([N:15]=[C:6]([NH:5][CH2:4][CH2:3][CH2:2][OH:1])[C:7]2=[N:22][CH:21]=1)=[CH:13][C:12]([C:16]([F:17])([F:19])[F:18])=[CH:11][CH:10]=3, predict the reactants needed to synthesize it. The reactants are: [OH:1][CH2:2][CH2:3][CH2:4][NH:5][C:6]1[C:7]2[N:8]([C:20]([CH:23]=[O:24])=[CH:21][N:22]=2)[C:9]2[C:14]([N:15]=1)=[CH:13][C:12]([C:16]([F:19])([F:18])[F:17])=[CH:11][CH:10]=2.[BH4-].[Na+]. (6) Given the product [NH2:30][C:27]1[CH:28]=[CH:29][C:24]([N:22]([CH3:23])[CH:19]2[CH2:20][CH2:21][N:16]([CH2:15][C:12]3[CH:11]=[CH:10][C:9]([C:3]([OH:8])([C:2]([F:35])([F:1])[F:34])[C:4]([F:5])([F:6])[F:7])=[CH:14][CH:13]=3)[CH2:17][CH2:18]2)=[C:25]([F:33])[CH:26]=1, predict the reactants needed to synthesize it. The reactants are: [F:1][C:2]([F:35])([F:34])[C:3]([C:9]1[CH:14]=[CH:13][C:12]([CH2:15][N:16]2[CH2:21][CH2:20][CH:19]([N:22]([C:24]3[CH:29]=[CH:28][C:27]([N+:30]([O-])=O)=[CH:26][C:25]=3[F:33])[CH3:23])[CH2:18][CH2:17]2)=[CH:11][CH:10]=1)([OH:8])[C:4]([F:7])([F:6])[F:5]. (7) Given the product [ClH:37].[C:1]1([S:11]([C:14]2[CH:15]=[C:16]3[C:20](=[CH:21][CH:22]=2)[N:19]([CH3:23])[C:18]2[CH2:24][CH:25]4[NH:29][CH:28]([C:17]3=2)[CH2:27][CH2:26]4)(=[O:12])=[O:13])[C:10]2[C:5](=[CH:6][CH:7]=[CH:8][CH:9]=2)[CH:4]=[CH:3][CH:2]=1, predict the reactants needed to synthesize it. The reactants are: [C:1]1([S:11]([C:14]2[CH:22]=[CH:21][C:20]3[N:19]([CH3:23])[C:18]4[CH2:24][CH:25]5[NH:29][CH:28]([C:17]=4[C:16]=3[C:15]=2C(OC(C)(C)C)=O)[CH2:27][CH2:26]5)(=[O:13])=[O:12])[C:10]2[C:5](=[CH:6][CH:7]=[CH:8][CH:9]=2)[CH:4]=[CH:3][CH:2]=1.[ClH:37].